Dataset: Full USPTO retrosynthesis dataset with 1.9M reactions from patents (1976-2016). Task: Predict the reactants needed to synthesize the given product. (1) Given the product [C:21]([N:3]1[CH2:2][CH2:1][C:14]2[C:13]3[CH:12]=[CH:11][CH:10]=[CH:9][C:8]=3[NH:7][C:6]=2[C:5]([C:15]([O:17][CH:18]([CH3:20])[CH3:19])=[O:16])=[CH:4]1)(=[O:28])[C:22]1[CH:27]=[CH:26][CH:25]=[CH:24][CH:23]=1, predict the reactants needed to synthesize it. The reactants are: [CH2:1]1[C:14]2[C:13]3[CH:12]=[CH:11][CH:10]=[CH:9][C:8]=3[NH:7][C:6]=2[C:5]([C:15]([O:17][CH:18]([CH3:20])[CH3:19])=[O:16])=[CH:4][NH:3][CH2:2]1.[C:21](Cl)(=[O:28])[C:22]1[CH:27]=[CH:26][CH:25]=[CH:24][CH:23]=1. (2) Given the product [C:1]([O:5][C:6]([N:8]1[CH2:9][CH2:10][CH:11]([N:14]([CH3:27])[S:15]([C:18]2[CH:23]=[CH:22][CH:21]=[CH:20][C:19]=2[N+:24]([O-:26])=[O:25])(=[O:17])=[O:16])[CH2:12][CH2:13]1)=[O:7])([CH3:4])([CH3:2])[CH3:3], predict the reactants needed to synthesize it. The reactants are: [C:1]([O:5][C:6]([N:8]1[CH2:13][CH2:12][CH:11]([NH:14][S:15]([C:18]2[CH:23]=[CH:22][CH:21]=[CH:20][C:19]=2[N+:24]([O-:26])=[O:25])(=[O:17])=[O:16])[CH2:10][CH2:9]1)=[O:7])([CH3:4])([CH3:3])[CH3:2].[C:27](=O)([O-])[O-].[Cs+].[Cs+].IC. (3) Given the product [N+:13]([C:10]1[CH:11]=[CH:12][C:2]2[NH:1][C:7](=[O:8])[CH2:6][CH2:5][CH2:4][C:3]=2[CH:9]=1)([O-:15])=[O:14], predict the reactants needed to synthesize it. The reactants are: [NH:1]1[C:7](=[O:8])[CH2:6][CH2:5][CH2:4][C:3]2[CH:9]=[CH:10][CH:11]=[CH:12][C:2]1=2.[N+:13]([O-])([OH:15])=[O:14]. (4) Given the product [Cl:31][C:28]1[CH:29]=[C:30]2[C:25](=[CH:26][CH:27]=1)[N:24]([C:2]1[N:7]=[CH:6][C:5]([C:8]3[CH:13]=[CH:12][C:11]([Cl:14])=[CH:10][CH:9]=3)=[CH:4][N:3]=1)[CH:23]=[C:22]2[C:20](=[O:21])[CH2:19][CH2:18][C:17]([OH:32])=[O:16], predict the reactants needed to synthesize it. The reactants are: Cl[C:2]1[N:7]=[CH:6][C:5]([C:8]2[CH:13]=[CH:12][C:11]([Cl:14])=[CH:10][CH:9]=2)=[CH:4][N:3]=1.C[O:16][C:17](=[O:32])[CH2:18][CH2:19][C:20]([C:22]1[C:30]2[C:25](=[CH:26][CH:27]=[C:28]([Cl:31])[CH:29]=2)[NH:24][CH:23]=1)=[O:21]. (5) Given the product [NH2:17][CH:8]([C:10]1[CH:15]=[CH:14][CH:13]=[CH:12][CH:11]=1)[C:4]1[CH:3]=[C:2]([OH:1])[CH:7]=[CH:6][CH:5]=1, predict the reactants needed to synthesize it. The reactants are: [OH:1][C:2]1[CH:3]=[C:4]([C:8]([C:10]2[CH:15]=[CH:14][CH:13]=[CH:12][CH:11]=2)=O)[CH:5]=[CH:6][CH:7]=1.Cl.[NH2:17]O.C([O-])(=O)C.[Na+].C([O-])(=O)C.[NH4+]. (6) Given the product [S:1]1[C:9]2[C:4](=[N:5][C:6]([C:10]([O:12][CH3:18])=[O:11])=[CH:7][CH:8]=2)[CH:3]=[CH:2]1, predict the reactants needed to synthesize it. The reactants are: [S:1]1[C:9]2[C:4](=[N:5][C:6]([C:10]([OH:12])=[O:11])=[CH:7][CH:8]=2)[CH:3]=[CH:2]1.OS(O)(=O)=O.[CH3:18]O. (7) Given the product [CH2:15]([O:22][C:23]1[CH:24]=[C:25]([CH:27]=[CH:28][CH:29]=1)[NH:26][C:2]1[CH:7]=[C:6]([CH3:8])[N:5]=[C:4]([C:9]2[CH:14]=[CH:13][CH:12]=[CH:11][N:10]=2)[N:3]=1)[C:16]1[CH:17]=[CH:18][CH:19]=[CH:20][CH:21]=1, predict the reactants needed to synthesize it. The reactants are: Cl[C:2]1[CH:7]=[C:6]([CH3:8])[N:5]=[C:4]([C:9]2[CH:14]=[CH:13][CH:12]=[CH:11][N:10]=2)[N:3]=1.[CH2:15]([O:22][C:23]1[CH:24]=[C:25]([CH:27]=[CH:28][CH:29]=1)[NH2:26])[C:16]1[CH:21]=[CH:20][CH:19]=[CH:18][CH:17]=1.